This data is from Forward reaction prediction with 1.9M reactions from USPTO patents (1976-2016). The task is: Predict the product of the given reaction. Given the reactants [CH2:1]([NH:3][C:4]1[CH:9]=[CH:8][C:7]([O:10][CH3:11])=[CH:6][CH:5]=1)[CH3:2].C(N(C(C)C)C(C)C)C.Cl[C:22](Cl)([O:24]C(=O)OC(Cl)(Cl)Cl)Cl.Cl.[NH:34]1[CH2:39][CH2:38][CH:37]([C:40]([C:42]2[CH:43]=[C:44]([CH3:48])[CH:45]=[CH:46][CH:47]=2)=[O:41])[CH2:36][CH2:35]1, predict the reaction product. The product is: [CH2:1]([N:3]([C:4]1[CH:9]=[CH:8][C:7]([O:10][CH3:11])=[CH:6][CH:5]=1)[C:22]([N:34]1[CH2:39][CH2:38][CH:37]([C:40](=[O:41])[C:42]2[CH:47]=[CH:46][CH:45]=[C:44]([CH3:48])[CH:43]=2)[CH2:36][CH2:35]1)=[O:24])[CH3:2].